Dataset: Catalyst prediction with 721,799 reactions and 888 catalyst types from USPTO. Task: Predict which catalyst facilitates the given reaction. Reactant: [CH2:1]([N:3]1[C:7]2=[N:8][C:9]([CH2:59][CH3:60])=[C:10]([CH2:19][NH:20][C:21]([C:23]3[CH:28]=[CH:27][C:26]([C:29]4[CH:34]=[CH:33][C:32]([C:35]([NH:37][CH2:38][C:39]5[C:40]([NH:52][CH:53]6[CH2:58][CH2:57][O:56][CH2:55][CH2:54]6)=[C:41]6[CH:49]=[N:48][N:47]([CH2:50][CH3:51])[C:42]6=[N:43][C:44]=5[CH2:45][CH3:46])=[O:36])=[CH:31][CH:30]=4)=[CH:25][CH:24]=3)=[O:22])[C:11]([NH:12][CH:13]3[CH2:18][CH2:17][O:16][CH2:15][CH2:14]3)=[C:6]2[CH:5]=[N:4]1)[CH3:2].O.[C:62]1([CH3:72])[CH:67]=[CH:66][C:65]([S:68]([OH:71])(=[O:70])=[O:69])=[CH:64][CH:63]=1.C1(C)C=CC(S(O)(=O)=O)=CC=1. Product: [C:62]1([CH3:72])[CH:63]=[CH:64][C:65]([S:68]([OH:71])(=[O:69])=[O:70])=[CH:66][CH:67]=1.[CH2:1]([N:3]1[C:7]2=[N:8][C:9]([CH2:59][CH3:60])=[C:10]([CH2:19][NH:20][C:21]([C:23]3[CH:24]=[CH:25][C:26]([C:29]4[CH:34]=[CH:33][C:32]([C:35]([NH:37][CH2:38][C:39]5[C:40]([NH:52][CH:53]6[CH2:54][CH2:55][O:56][CH2:57][CH2:58]6)=[C:41]6[CH:49]=[N:48][N:47]([CH2:50][CH3:51])[C:42]6=[N:43][C:44]=5[CH2:45][CH3:46])=[O:36])=[CH:31][CH:30]=4)=[CH:27][CH:28]=3)=[O:22])[C:11]([NH:12][CH:13]3[CH2:14][CH2:15][O:16][CH2:17][CH2:18]3)=[C:6]2[CH:5]=[N:4]1)[CH3:2]. The catalyst class is: 5.